This data is from Catalyst prediction with 721,799 reactions and 888 catalyst types from USPTO. The task is: Predict which catalyst facilitates the given reaction. (1) Reactant: C([O:3][C:4](=O)[C:5]1[CH:10]=[CH:9][CH:8]=[C:7]([CH2:11][C:12]2[C:13]([CH3:25])=[N:14][C:15]([NH2:24])=[N:16][C:17]=2[NH:18][CH2:19][CH2:20][CH2:21][CH2:22][CH3:23])[CH:6]=1)C.[H-].[Al+3].[Li+].[H-].[H-].[H-].O.O.O.O.O.O.O.O.O.O.S([O-])([O-])(=O)=O.[Na+].[Na+]. Product: [NH2:24][C:15]1[N:14]=[C:13]([CH3:25])[C:12]([CH2:11][C:7]2[CH:6]=[C:5]([CH2:4][OH:3])[CH:10]=[CH:9][CH:8]=2)=[C:17]([NH:18][CH2:19][CH2:20][CH2:21][CH2:22][CH3:23])[N:16]=1. The catalyst class is: 1. (2) Reactant: [CH3:1][C:2]1[C:10]([N:11]2[CH2:16][CH2:15][O:14][CH2:13][CH2:12]2)=[CH:9][CH:8]=[CH:7][C:3]=1[C:4](O)=[O:5]. Product: [CH3:1][C:2]1[C:10]([N:11]2[CH2:16][CH2:15][O:14][CH2:13][CH2:12]2)=[CH:9][CH:8]=[CH:7][C:3]=1[CH2:4][OH:5]. The catalyst class is: 1. (3) Reactant: C([N:8]1[CH2:13][CH2:12][CH:11]([N:14]([C:19]2[CH:24]=[CH:23][C:22]([Cl:25])=[C:21]([O:26][CH3:27])[CH:20]=2)[C:15](=[O:18])[CH2:16][CH3:17])[CH2:10][CH2:9]1)C1C=CC=CC=1.ClC(OC(Cl)C)=O. Product: [Cl:25][C:22]1[CH:23]=[CH:24][C:19]([N:14]([CH:11]2[CH2:10][CH2:9][NH:8][CH2:13][CH2:12]2)[C:15](=[O:18])[CH2:16][CH3:17])=[CH:20][C:21]=1[O:26][CH3:27]. The catalyst class is: 68. (4) Reactant: C(O)C.Cl.[CH:5]1([C:8]2[CH:9]=[C:10]([C:50]([O:52]CC)=[O:51])[C:11](=[O:49])[N:12]3[C:17]=2[C:16]([O:18][CH3:19])=[C:15]([C:20]2[CH:21]=[C:22]4[C:26](=[CH:27][CH:28]=2)[CH:25]([CH3:29])[N:24](C(C2C=CC=CC=2)(C2C=CC=CC=2)C2C=CC=CC=2)[CH2:23]4)[CH:14]=[CH:13]3)[CH2:7][CH2:6]1. Product: [CH:5]1([C:8]2[CH:9]=[C:10]([C:50]([OH:52])=[O:51])[C:11](=[O:49])[N:12]3[C:17]=2[C:16]([O:18][CH3:19])=[C:15]([C:20]2[CH:21]=[C:22]4[C:26](=[CH:27][CH:28]=2)[CH:25]([CH3:29])[NH:24][CH2:23]4)[CH:14]=[CH:13]3)[CH2:7][CH2:6]1. The catalyst class is: 1. (5) Reactant: [NH:1]1[CH:5]=[CH:4][CH:3]=[C:2]1[C:6]([OH:8])=[O:7].[H-].[Na+].F[C:12]1[CH:17]=[CH:16][C:15]([N+:18]([O-:20])=[O:19])=[CH:14][CH:13]=1.[C:21](OCC)(=O)[CH3:22]. Product: [N+:18]([C:15]1[CH:16]=[CH:17][C:12]([N:1]2[CH:5]=[CH:4][CH:3]=[C:2]2[C:6]([O:8][CH2:21][CH3:22])=[O:7])=[CH:13][CH:14]=1)([O-:20])=[O:19]. The catalyst class is: 3. (6) Reactant: [Cl:1][C:2]1[CH:3]=[CH:4][C:5]([N:23]2[CH:27]=[N:26][N:25]=[N:24]2)=[C:6]([C:8]2[CH:16]=[C:15]3[N:11]([C@@H:12]([C:17]([O:19]CC)=[O:18])[CH2:13][CH2:14]3)[C:10](=[O:22])[CH:9]=2)[CH:7]=1.Cl.S([O-])([O-])(=O)=O.[NH4+].[NH4+]. Product: [Cl:1][C:2]1[CH:3]=[CH:4][C:5]([N:23]2[CH:27]=[N:26][N:25]=[N:24]2)=[C:6]([C:8]2[CH:16]=[C:15]3[N:11]([C@@H:12]([C:17]([OH:19])=[O:18])[CH2:13][CH2:14]3)[C:10](=[O:22])[CH:9]=2)[CH:7]=1. The catalyst class is: 12. (7) Reactant: [F:1][C:2]([F:12])([F:11])[C:3]1[CH:10]=[CH:9][C:6]([CH2:7][NH2:8])=[CH:5][CH:4]=1.ClC(Cl)(O[C:17](=[O:23])[O:18][C:19](Cl)(Cl)Cl)Cl.[N-]=C=O.OC1[C:38]2[NH:37][C:36](=[O:39])[CH2:35][O:34][C:33]=2[CH:32]=[CH:31][CH:30]=1. Product: [F:1][C:2]([F:11])([F:12])[C:3]1[CH:10]=[CH:9][C:6]([CH2:7][NH:8][C:17](=[O:23])[O:18][C:19]2[C:38]3[NH:37][C:36](=[O:39])[CH2:35][O:34][C:33]=3[CH:32]=[CH:31][CH:30]=2)=[CH:5][CH:4]=1. The catalyst class is: 329. (8) Reactant: [NH2:1][C:2]1[CH:7]=[CH:6][C:5]([OH:8])=[CH:4][CH:3]=1.Cl[C:10]1[C:19]2[C:14](=[CH:15][CH:16]=[CH:17][CH:18]=2)[C:13]([C:20]2[CH:25]=[CH:24][CH:23]=[CH:22][CH:21]=2)=[N:12][N:11]=1. Product: [C:20]1([C:13]2[C:14]3[C:19](=[CH:18][CH:17]=[CH:16][CH:15]=3)[C:10]([NH:1][C:2]3[CH:7]=[CH:6][C:5]([OH:8])=[CH:4][CH:3]=3)=[N:11][N:12]=2)[CH:21]=[CH:22][CH:23]=[CH:24][CH:25]=1. The catalyst class is: 48. (9) Reactant: [OH-].[Na+].[O:3]1[C:7]2[CH:8]=[CH:9][CH:10]=[CH:11][C:6]=2[C:5]([CH2:12][C:13]([N:15]2[CH2:20][CH2:19][CH:18]([C:21]([O:23]CC)=[O:22])[CH2:17][CH2:16]2)=[O:14])=[CH:4]1. Product: [O:3]1[C:7]2[CH:8]=[CH:9][CH:10]=[CH:11][C:6]=2[C:5]([CH2:12][C:13]([N:15]2[CH2:20][CH2:19][CH:18]([C:21]([OH:23])=[O:22])[CH2:17][CH2:16]2)=[O:14])=[CH:4]1. The catalyst class is: 8.